Dataset: HIV replication inhibition screening data with 41,000+ compounds from the AIDS Antiviral Screen. Task: Binary Classification. Given a drug SMILES string, predict its activity (active/inactive) in a high-throughput screening assay against a specified biological target. (1) The drug is CCCCSc1cc(Cc2cc(C)ccc2O)c(O)c(Cc2cc(C)ccc2O)c1. The result is 0 (inactive). (2) The molecule is NN1C(=O)CSC1=NNC(=S)N=C1SCC(=O)N1N. The result is 0 (inactive). (3) The compound is CC(CCC(O)C(C)(C)O)C1C(O)CC2(C)C3CC(O)C4C(C)(C)C(OC5OC(CO)C(O)C(O)C5O)CCC45CC35CCC12C. The result is 0 (inactive). (4) The compound is O=C(C=Cc1ccc(O)c(O)c1)OC(Cc1ccc(O)c(O)c1)C(=O)O. The result is 0 (inactive). (5) The drug is CC(C)(C)[Si](C)(C)OCC1OC(n2ccc(=O)[nH]c2=O)C(O[Si](C)(C)C(C)(C)C)C1CC=[N+]([O-])CC1OC(n2ccc(=O)[nH]c2=O)C(O[Si](C)(C)C(C)(C)C)C1O[Si](C)(C)C(C)(C)C. The result is 0 (inactive).